This data is from Full USPTO retrosynthesis dataset with 1.9M reactions from patents (1976-2016). The task is: Predict the reactants needed to synthesize the given product. The reactants are: [CH3:1][O:2][C:3]1[CH:8]=[CH:7][C:6]([S:9][C:10]2[CH:15]=[CH:14][N:13]=[C:12]([NH:16][C:17]3[CH:22]=[CH:21][C:20]([NH2:23])=[CH:19][CH:18]=3)[N:11]=2)=[CH:5][CH:4]=1.[C:24](O)(=[O:27])[CH:25]=[CH2:26]. Given the product [CH3:1][O:2][C:3]1[CH:4]=[CH:5][C:6]([S:9][C:10]2[CH:15]=[CH:14][N:13]=[C:12]([NH:16][C:17]3[CH:22]=[CH:21][C:20]([NH:23][C:24](=[O:27])[CH:25]=[CH2:26])=[CH:19][CH:18]=3)[N:11]=2)=[CH:7][CH:8]=1, predict the reactants needed to synthesize it.